This data is from Buchwald-Hartwig C-N cross coupling reaction yields with 55,370 reactions. The task is: Predict the reaction yield, written as a fraction of the theoretical maximum amount of product (1.0 means a 100% yield; for example, 0.34 means a 34% yield). (1) The reactants are FC(F)(F)c1ccc(Cl)cc1.Cc1ccc(N)cc1.O=S(=O)(O[Pd]1c2ccccc2-c2ccccc2N~1)C(F)(F)F.CC(C)c1cc(C(C)C)c(-c2ccccc2P(C2CCCCC2)C2CCCCC2)c(C(C)C)c1.CN1CCCN2CCCN=C12.c1ccc(-c2cnoc2)cc1. No catalyst specified. The product is Cc1ccc(Nc2ccc(C(F)(F)F)cc2)cc1. The yield is 0.215. (2) The reactants are CCc1ccc(I)cc1.Cc1ccc(N)cc1.O=S(=O)(O[Pd]1c2ccccc2-c2ccccc2N~1)C(F)(F)F.COc1ccc(OC)c(P(C(C)(C)C)C(C)(C)C)c1-c1c(C(C)C)cc(C(C)C)cc1C(C)C.CCN=P(N=P(N(C)C)(N(C)C)N(C)C)(N(C)C)N(C)C.Cc1ccon1. No catalyst specified. The product is CCc1ccc(Nc2ccc(C)cc2)cc1. The yield is 0.715. (3) The reactants are Clc1ccccn1.Cc1ccc(N)cc1.O=S(=O)(O[Pd]1c2ccccc2-c2ccccc2N~1)C(F)(F)F.CC(C)c1cc(C(C)C)c(-c2ccccc2P(C(C)(C)C)C(C)(C)C)c(C(C)C)c1.CN(C)C(=NC(C)(C)C)N(C)C.c1ccc(CN(Cc2ccccc2)c2ccon2)cc1. No catalyst specified. The product is Cc1ccc(Nc2ccccn2)cc1. The yield is 0.624. (4) The reactants are CCc1ccc(Cl)cc1.Cc1ccc(N)cc1.O=S(=O)(O[Pd]1c2ccccc2-c2ccccc2N~1)C(F)(F)F.CC(C)c1cc(C(C)C)c(-c2ccccc2P(C2CCCCC2)C2CCCCC2)c(C(C)C)c1.CN1CCCN2CCCN=C12.CCOC(=O)c1ccon1. No catalyst specified. The product is CCc1ccc(Nc2ccc(C)cc2)cc1. The yield is 0.0269. (5) The reactants are Clc1cccnc1.Cc1ccc(N)cc1.O=S(=O)(O[Pd]1c2ccccc2-c2ccccc2N~1)C(F)(F)F.COc1ccc(OC)c(P([C@]23C[C@H]4C[C@H](C[C@H](C4)C2)C3)[C@]23C[C@H]4C[C@H](C[C@H](C4)C2)C3)c1-c1c(C(C)C)cc(C(C)C)cc1C(C)C.CN1CCCN2CCCN=C12.Cc1cc(-n2cccc2)no1. No catalyst specified. The product is Cc1ccc(Nc2cccnc2)cc1. The yield is 0.0954.